Dataset: CYP2C19 inhibition data for predicting drug metabolism from PubChem BioAssay. Task: Regression/Classification. Given a drug SMILES string, predict its absorption, distribution, metabolism, or excretion properties. Task type varies by dataset: regression for continuous measurements (e.g., permeability, clearance, half-life) or binary classification for categorical outcomes (e.g., BBB penetration, CYP inhibition). Dataset: cyp2c19_veith. (1) The drug is COC(=O)[C@@]1(Cc2ccc(OC)cc2)[C@H]2c3cc(C(=O)N4CCCC4)n(CCc4c[nH]c5ccc(O)cc45)c3C[C@H]2CN1C(=O)c1ccccc1. The result is 1 (inhibitor). (2) The compound is O=[N+]([O-])c1cccc2c[n-]nc12. The result is 0 (non-inhibitor). (3) The drug is CO[C@@H]1COC(=O)C/C=C\[C@H](C)[C@@H](OC)COC(=O)[C@H]2CCCN2C(=O)C/C=C\[C@H]1C. The result is 0 (non-inhibitor). (4) The molecule is COc1ccccc1NC(=O)C1=C(C)Nc2nc(-c3ccc(N(C)C)cc3)nn2C1c1ccncc1. The result is 1 (inhibitor). (5) The drug is COc1ccc(N2C(=O)CSC23CCC(C(C)(C)C)CC3)cc1. The result is 1 (inhibitor). (6) The molecule is CC(=O)N1CCC2(CC1)CCN(c1ccc(-c3ccccc3)cc1)CC2. The result is 1 (inhibitor). (7) The compound is O=C(O)Cc1ccc(-c2ccccc2)cc1. The result is 0 (non-inhibitor). (8) The molecule is COc1cccc(C(=O)/C=C/c2ccc(SC)cc2)c1. The result is 1 (inhibitor). (9) The drug is COc1ccc(N2CCC(CNC(=O)Nc3ccc(OC)cc3OC)C2)cc1. The result is 1 (inhibitor). (10) The compound is CN(C)c1ncc2nc(CCc3ccccc3)c(=O)n(CCc3ccccc3)c2n1. The result is 1 (inhibitor).